Dataset: Forward reaction prediction with 1.9M reactions from USPTO patents (1976-2016). Task: Predict the product of the given reaction. (1) Given the reactants C([O:3][C:4](=O)[CH2:5][NH:6][C:7]([CH3:10])([CH3:9])[CH3:8])C.[NH2:12][NH2:13], predict the reaction product. The product is: [C:7]([NH:6][CH2:5][C:4]([NH:12][NH2:13])=[O:3])([CH3:10])([CH3:9])[CH3:8]. (2) The product is: [C:33]([N:16]1[CH2:17][CH2:18][C@H:14]([O:13][C:11]2[C:12]3[C:7](=[CH:6][CH:5]=[CH:4][C:3]=3[Cl:2])[CH:8]=[C:9]([C:19]3[NH:23][C:22](=[O:24])[NH:21][N:20]=3)[N:10]=2)[CH2:15]1)(=[O:36])[CH:34]=[CH2:35]. Given the reactants Cl.[Cl:2][C:3]1[CH:4]=[CH:5][CH:6]=[C:7]2[C:12]=1[C:11]([O:13][C@H:14]1[CH2:18][CH2:17][NH:16][CH2:15]1)=[N:10][C:9]([C:19]1[NH:23][C:22](=[O:24])[NH:21][N:20]=1)=[CH:8]2.CC1C=CC=C(C)N=1.[C:33](Cl)(=[O:36])[CH:34]=[CH2:35], predict the reaction product.